The task is: Regression/Classification. Given a drug SMILES string, predict its absorption, distribution, metabolism, or excretion properties. Task type varies by dataset: regression for continuous measurements (e.g., permeability, clearance, half-life) or binary classification for categorical outcomes (e.g., BBB penetration, CYP inhibition). Dataset: cyp1a2_veith.. This data is from CYP1A2 inhibition data for predicting drug metabolism from PubChem BioAssay. (1) The molecule is C[C@@H]1CCCN(CP(=O)(c2ccccc2)c2ccccc2)C1. The result is 0 (non-inhibitor). (2) The result is 1 (inhibitor). The compound is Cc1[nH]c2ccccc2c1C(=O)/C=C/c1ccccc1. (3) The compound is Nc1nc2c(ncn2[C@H]2CC[C@@H](CO)O2)c(=O)n1C(=O)c1ccccc1. The result is 1 (inhibitor). (4) The compound is c1ccc(-c2c3ccccc3nc3[nH]c4ccccc4c23)cc1. The result is 1 (inhibitor).